From a dataset of Forward reaction prediction with 1.9M reactions from USPTO patents (1976-2016). Predict the product of the given reaction. (1) The product is: [Cl:35][C:20]1[C:21]([NH:23][C:24]2[C:33]([F:34])=[CH:32][CH:31]=[CH:30][C:25]=2[C:26]([NH:28][CH3:29])=[O:27])=[N:22][C:17]([NH:1][C:2]2[CH:15]=[CH:14][C:5]3[CH2:6][CH2:7][O:8][C:9](=[O:13])[N:10]([CH2:11][CH3:12])[C:4]=3[CH:3]=2)=[N:18][CH:19]=1. Given the reactants [NH2:1][C:2]1[CH:15]=[CH:14][C:5]2[CH2:6][CH2:7][O:8][C:9](=[O:13])[N:10]([CH2:11][CH3:12])[C:4]=2[CH:3]=1.Cl[C:17]1[N:22]=[C:21]([NH:23][C:24]2[C:33]([F:34])=[CH:32][CH:31]=[CH:30][C:25]=2[C:26]([NH:28][CH3:29])=[O:27])[C:20]([Cl:35])=[CH:19][N:18]=1, predict the reaction product. (2) Given the reactants [CH3:1][N:2]1[C:7]2=[CH:8][S:9][C:10](C)=[C:6]2[C:5](=[O:12])[N:4]([CH3:13])[C:3]1=[O:14].[F:15][C:16]1[CH:17]=[C:18]([C:27]2[N:28]=[C:29]([NH2:32])[S:30][CH:31]=2)[CH:19]=[C:20]([F:26])[C:21]=1[C:22]([F:25])([F:24])[F:23].CCN=C=NC[CH2:39][CH2:40]N(C)C.Cl.C1C=CC2N([OH:54])N=NC=2C=1, predict the reaction product. The product is: [F:15][C:16]1[CH:17]=[C:18]([C:27]2[N:28]=[C:29]([NH:32][C:39](=[O:54])[CH2:40][C:7]3[C:6]4[C:5](=[O:12])[N:4]([CH3:13])[C:3](=[O:14])[N:2]([CH3:1])[C:10]=4[S:9][CH:8]=3)[S:30][CH:31]=2)[CH:19]=[C:20]([F:26])[C:21]=1[C:22]([F:25])([F:23])[F:24]. (3) The product is: [CH3:22][CH:21]([CH3:23])[CH:16]([NH:15][C:13]([C:11]1[O:10][N:9]=[C:8]([C:5]2[CH:6]=[CH:7][C:2]([NH:1][C:35]([NH:30][C:29]3[CH:31]=[CH:32][C:26]([C:25]([F:33])([F:34])[F:24])=[CH:27][CH:28]=3)=[O:36])=[CH:3][CH:4]=2)[CH:12]=1)=[O:14])[C:17]([O:19][CH3:20])=[O:18]. Given the reactants [NH2:1][C:2]1[CH:7]=[CH:6][C:5]([C:8]2[CH:12]=[C:11]([C:13]([NH:15][CH:16]([CH:21]([CH3:23])[CH3:22])[C:17]([O:19][CH3:20])=[O:18])=[O:14])[O:10][N:9]=2)=[CH:4][CH:3]=1.[F:24][C:25]([F:34])([F:33])[C:26]1[CH:32]=[CH:31][C:29]([NH2:30])=[CH:28][CH:27]=1.[C:35](C1NC=CN=1)(C1NC=CN=1)=[O:36], predict the reaction product. (4) Given the reactants [F:1][C:2]1[CH:7]=[CH:6][CH:5]=[CH:4][C:3]=1[N:8]1[C:12]([C:13]2[CH:14]=[N:15][CH:16]=[CH:17][CH:18]=2)=[C:11]([C:19]([OH:21])=O)[N:10]=[N:9]1.[F:22][C:23]1[CH:28]=[CH:27][C:26]([F:29])=[CH:25][C:24]=1[C:30](=[N:32]O)[NH2:31], predict the reaction product. The product is: [F:22][C:23]1[CH:28]=[CH:27][C:26]([F:29])=[CH:25][C:24]=1[C:30]1[N:32]=[C:19]([C:11]2[N:10]=[N:9][N:8]([C:3]3[CH:4]=[CH:5][CH:6]=[CH:7][C:2]=3[F:1])[C:12]=2[C:13]2[CH:14]=[N:15][CH:16]=[CH:17][CH:18]=2)[O:21][N:31]=1. (5) The product is: [C:3]1([CH:2]2[CH2:1][O:11]2)[CH:8]=[CH:7][CH:6]=[CH:5][CH:4]=1. Given the reactants [CH2:1]=[CH:2][C:3]1[CH:8]=[CH:7][CH:6]=[CH:5][CH:4]=1.CC1(C)O[C@H]2[C@@H]3OC(C)(C)O[C@]3(C(O)=O)O[C@H]2C[O:11]1.O.OO.NC(N)=O, predict the reaction product. (6) Given the reactants [CH3:1]O[Na].CN1[C:9](=O)[CH2:8][CH2:7][CH2:6]1.[C:11]1([C:17]2[N:18]=[CH:19][NH:20][CH:21]=2)[CH:16]=[CH:15][CH:14]=[CH:13][CH:12]=1.[CH:22]1[CH:27]=[CH:26]C=[CH:24][CH:23]=1, predict the reaction product. The product is: [CH3:6][C:7]([N:20]1[CH:21]=[C:17]([C:11]2[CH:12]=[CH:13][CH:14]=[CH:15][CH:16]=2)[N:18]=[CH:19]1)([CH3:1])[CH2:8][C:9]1[CH:26]=[CH:27][CH:22]=[CH:23][CH:24]=1. (7) Given the reactants [CH2:1]([O:8][CH2:9][C@H:10](O)[CH2:11][CH2:12][CH:13]=[CH2:14])[C:2]1[CH:7]=[CH:6][CH:5]=[CH:4][CH:3]=1.C1(P(C2C=CC=CC=2)C2C=CC=CC=2)C=CC=CC=1.[C:35]1(=[O:45])[NH:39][C:38](=[O:40])[C:37]2=[CH:41][CH:42]=[CH:43][CH:44]=[C:36]12.N(C(OC(C)C)=O)=NC(OC(C)C)=O, predict the reaction product. The product is: [CH2:1]([O:8][CH2:9][C@@H:10]([N:39]1[C:38](=[O:40])[C:37]2=[CH:41][CH:42]=[CH:43][CH:44]=[C:36]2[C:35]1=[O:45])[CH2:11][CH2:12][CH:13]=[CH2:14])[C:2]1[CH:7]=[CH:6][CH:5]=[CH:4][CH:3]=1. (8) Given the reactants FC(F)(F)C(O)=O.[Cl:8][C:9]1[C:13]2[C:14]([NH:18]C(C)(CC(C)(C)C)C)=[N:15][CH:16]=[CH:17][C:12]=2[N:11]([C:27]([O:29][CH2:30][C:31]2[CH:36]=[CH:35][CH:34]=[CH:33][CH:32]=2)=[O:28])[CH:10]=1, predict the reaction product. The product is: [NH2:18][C:14]1[C:13]2[C:9]([Cl:8])=[CH:10][N:11]([C:27]([O:29][CH2:30][C:31]3[CH:32]=[CH:33][CH:34]=[CH:35][CH:36]=3)=[O:28])[C:12]=2[CH:17]=[CH:16][N:15]=1. (9) Given the reactants C1(COC([NH:11][C@H:12]([C:21]([O:23][CH3:24])=[O:22])[CH2:13][O:14][CH:15]2[CH2:20][CH2:19][O:18][CH2:17][CH2:16]2)=O)C=CC=CC=1, predict the reaction product. The product is: [O:18]1[CH2:17][CH2:16][CH:15]([O:14][CH2:13][C@@H:12]([C:21]([O:23][CH3:24])=[O:22])[NH2:11])[CH2:20][CH2:19]1.